Dataset: Peptide-MHC class II binding affinity with 134,281 pairs from IEDB. Task: Regression. Given a peptide amino acid sequence and an MHC pseudo amino acid sequence, predict their binding affinity value. This is MHC class II binding data. (1) The peptide sequence is YAAALVAMPTLAELA. The MHC is HLA-DPA10301-DPB10402 with pseudo-sequence HLA-DPA10301-DPB10402. The binding affinity (normalized) is 0.301. (2) The peptide sequence is FLQRSVSTVCSRISRHHHHHH. The MHC is DRB1_1101 with pseudo-sequence DRB1_1101. The binding affinity (normalized) is 0.